Dataset: Catalyst prediction with 721,799 reactions and 888 catalyst types from USPTO. Task: Predict which catalyst facilitates the given reaction. Reactant: [F:1][C:2]1([C:13]2[CH:18]=[CH:17][C:16]([CH:19]=[N:20][OH:21])=[CH:15][CH:14]=2)[CH2:5][N:4]([C:6]([O:8][C:9]([CH3:12])([CH3:11])[CH3:10])=[O:7])[CH2:3]1.C1C(=O)N(Cl)C(=O)C1.[Cl:30][C:31]1[CH:36]=[C:35]([C:37](=[CH2:42])[C:38]([F:41])([F:40])[F:39])[CH:34]=[C:33]([Cl:43])[C:32]=1[Cl:44].C(=O)(O)[O-].[K+]. Product: [F:1][C:2]1([C:13]2[CH:14]=[CH:15][C:16]([C:19]3[CH2:42][C:37]([C:35]4[CH:34]=[C:33]([Cl:43])[C:32]([Cl:44])=[C:31]([Cl:30])[CH:36]=4)([C:38]([F:41])([F:40])[F:39])[O:21][N:20]=3)=[CH:17][CH:18]=2)[CH2:3][N:4]([C:6]([O:8][C:9]([CH3:12])([CH3:11])[CH3:10])=[O:7])[CH2:5]1. The catalyst class is: 329.